Dataset: Forward reaction prediction with 1.9M reactions from USPTO patents (1976-2016). Task: Predict the product of the given reaction. (1) Given the reactants CON(C)[C:4](=[O:16])[C:5]1[CH:10]=[CH:9][C:8]([N:11]2[CH:15]=[N:14][N:13]=[N:12]2)=[CH:7][CH:6]=1.[Cl-].C([Al+]CC(C)C)C(C)C, predict the reaction product. The product is: [N:11]1([C:8]2[CH:7]=[CH:6][C:5]([CH:4]=[O:16])=[CH:10][CH:9]=2)[CH:15]=[N:14][N:13]=[N:12]1. (2) Given the reactants [F:1][C:2]1[CH:7]=[CH:6][C:5]([C:8]2[C:12]([CH2:13][O:14][C:15]3[CH:16]=[CH:17][C:18]([C:21](O)=[O:22])=[N:19][CH:20]=3)=[C:11]([CH2:24][OH:25])[O:10][N:9]=2)=[CH:4][CH:3]=1.[CH3:26][N:27]1[CH:31]=[C:30]([NH2:32])[CH:29]=[N:28]1, predict the reaction product. The product is: [CH3:26][N:27]1[CH:31]=[C:30]([NH:32][C:21]([C:18]2[CH:17]=[CH:16][C:15]([O:14][CH2:13][C:12]3[C:8]([C:5]4[CH:4]=[CH:3][C:2]([F:1])=[CH:7][CH:6]=4)=[N:9][O:10][C:11]=3[CH2:24][OH:25])=[CH:20][N:19]=2)=[O:22])[CH:29]=[N:28]1.